From a dataset of Forward reaction prediction with 1.9M reactions from USPTO patents (1976-2016). Predict the product of the given reaction. (1) Given the reactants [CH3:1][O:2][C:3]1[N:4]=[CH:5][CH:6]=[C:7]2[CH:11]=[CH:10][O:9][C:8]=12.[Li][CH2:13]CCC.CI, predict the reaction product. The product is: [CH3:1][O:2][C:3]1[N:4]=[CH:5][CH:6]=[C:7]2[CH:11]=[C:10]([CH3:13])[O:9][C:8]=12. (2) Given the reactants [C:1]([O:5][C:6]([NH:8][CH2:9][C@H:10]1[CH2:15][CH2:14][C@H:13]([C:16]([NH:18][C@H:19]([C:37](=[O:50])[NH:38][C:39]2[CH:44]=[CH:43][C:42]([C:45]3[N:46]=[N:47][NH:48][N:49]=3)=[CH:41][CH:40]=2)[CH2:20][C:21]2[CH:26]=[CH:25][C:24]([C:27]3[CH:32]=[CH:31][C:30]([C:33]([O:35]C)=[O:34])=[CH:29][CH:28]=3)=[CH:23][CH:22]=2)=[O:17])[CH2:12][CH2:11]1)=[O:7])([CH3:4])([CH3:3])[CH3:2].O.[OH-].[Li+].Cl.C(OCC)(=O)C, predict the reaction product. The product is: [C:1]([O:5][C:6]([NH:8][CH2:9][C@H:10]1[CH2:15][CH2:14][C@H:13]([C:16]([NH:18][C@H:19]([C:37](=[O:50])[NH:38][C:39]2[CH:44]=[CH:43][C:42]([C:45]3[N:46]=[N:47][NH:48][N:49]=3)=[CH:41][CH:40]=2)[CH2:20][C:21]2[CH:26]=[CH:25][C:24]([C:27]3[CH:32]=[CH:31][C:30]([C:33]([OH:35])=[O:34])=[CH:29][CH:28]=3)=[CH:23][CH:22]=2)=[O:17])[CH2:12][CH2:11]1)=[O:7])([CH3:4])([CH3:2])[CH3:3]. (3) Given the reactants [Cl:1][C:2]1[CH:8]=[CH:7][C:5]([NH2:6])=[C:4]([O:9][CH3:10])[CH:3]=1.Cl[S:12]([N:15]=[C:16]=[O:17])(=[O:14])=[O:13].[Cl-].[Al+3].[Cl-].[Cl-], predict the reaction product. The product is: [Cl:1][C:2]1[CH:3]=[C:4]([O:9][CH3:10])[C:5]2[NH:6][C:16](=[O:17])[NH:15][S:12](=[O:14])(=[O:13])[C:7]=2[CH:8]=1. (4) The product is: [C:1]([O:5][C:6]([N:8]1[CH2:15][CH2:14][CH:13]2[N:16]([C:26](=[O:29])[CH2:27][CH3:28])[CH:10]([CH2:11][CH2:12]2)[CH2:9]1)=[O:7])([CH3:4])([CH3:2])[CH3:3]. Given the reactants [C:1]([O:5][C:6]([N:8]1[CH2:15][CH2:14][CH:13]2[NH:16][CH:10]([CH2:11][CH2:12]2)[CH2:9]1)=[O:7])([CH3:4])([CH3:3])[CH3:2].C(N(C(C)C)CC)(C)C.[C:26](O[C:26](=[O:29])[CH2:27][CH3:28])(=[O:29])[CH2:27][CH3:28], predict the reaction product. (5) Given the reactants [NH2:1][C:2]1[C:7]([F:8])=[CH:6][CH:5]=[CH:4][C:3]=1[CH2:9][OH:10], predict the reaction product. The product is: [NH2:1][C:2]1[C:7]([F:8])=[CH:6][CH:5]=[CH:4][C:3]=1[CH:9]=[O:10]. (6) Given the reactants [C:1]([NH:4][C@H:5]1[C@@H:10]([N:11]2[CH2:15][CH2:14][C@H:13]([NH:16][C:17]([O:19][CH2:20][C:21]3[CH:26]=[CH:25][CH:24]=[CH:23][CH:22]=3)=[O:18])[C:12]2=[O:27])[CH2:9][CH2:8][C@@H:7]([NH:28]C(=O)OC(C)(C)C)[CH2:6]1)(=[O:3])[CH3:2].C(O)(C(F)(F)F)=O, predict the reaction product. The product is: [C:1]([NH:4][C@@H:5]1[CH2:6][C@H:7]([NH2:28])[CH2:8][CH2:9][C@@H:10]1[N:11]1[CH2:15][CH2:14][C@H:13]([NH:16][C:17](=[O:18])[O:19][CH2:20][C:21]2[CH:22]=[CH:23][CH:24]=[CH:25][CH:26]=2)[C:12]1=[O:27])(=[O:3])[CH3:2]. (7) Given the reactants Br[C:2]1[CH:8]=[C:7]([C:9]([F:12])([F:11])[F:10])[CH:6]=[CH:5][C:3]=1[NH2:4].[CH3:13][N:14]1[C:18](B2OC(C)(C)C(C)(C)O2)=[CH:17][CH:16]=[N:15]1.P([O-])([O-])([O-])=O.[K+].[K+].[K+].O1CCOCC1, predict the reaction product. The product is: [CH3:13][N:14]1[C:18]([C:2]2[CH:8]=[C:7]([C:9]([F:12])([F:11])[F:10])[CH:6]=[CH:5][C:3]=2[NH2:4])=[CH:17][CH:16]=[N:15]1.